From a dataset of Peptide-MHC class II binding affinity with 134,281 pairs from IEDB. Regression. Given a peptide amino acid sequence and an MHC pseudo amino acid sequence, predict their binding affinity value. This is MHC class II binding data. (1) The peptide sequence is FAPFSKDNSIRLSAG. The MHC is DRB1_0802 with pseudo-sequence DRB1_0802. The binding affinity (normalized) is 0.135. (2) The peptide sequence is DPDKDVDIMVRDGQL. The MHC is DRB5_0101 with pseudo-sequence DRB5_0101. The binding affinity (normalized) is 0.0307.